Predict the reaction yield, written as a fraction of the theoretical maximum amount of product (1.0 means a 100% yield; for example, 0.34 means a 34% yield). From a dataset of Reaction yield outcomes from USPTO patents with 853,638 reactions. (1) The reactants are [C:1]([O:5][C:6](=[O:17])[NH:7][CH2:8][C:9]1[CH:14]=[CH:13][C:12]([NH2:15])=[C:11]([I:16])[CH:10]=1)([CH3:4])([CH3:3])[CH3:2].[C:18]([O:24][CH2:25][C:26]1[CH:31]=[CH:30][CH:29]=[CH:28][CH:27]=1)(=[O:23])[CH2:19][C:20]([CH3:22])=O. The catalyst is C1C=CC=CC=1.C1(C)C=CC(S(O)(=O)=O)=CC=1. The product is [CH2:25]([O:24][C:18](=[O:23])/[CH:19]=[C:20](/[NH:15][C:12]1[CH:13]=[CH:14][C:9]([CH2:8][NH:7][C:6]([O:5][C:1]([CH3:4])([CH3:2])[CH3:3])=[O:17])=[CH:10][C:11]=1[I:16])\[CH3:22])[C:26]1[CH:31]=[CH:30][CH:29]=[CH:28][CH:27]=1. The yield is 0.990. (2) The product is [OH:59][C:52]1[C:51]([CH2:50][NH:49][C:8](=[O:10])[C:7]2[CH:11]=[CH:12][C:4]([CH:1]([CH3:2])[CH3:3])=[C:5]([O:13][C:14]3[CH:19]=[CH:18][CH:17]=[CH:16][CH:15]=3)[CH:6]=2)=[C:56]([CH3:57])[CH:55]=[C:54]([CH3:58])[N:53]=1. The yield is 0.328. The catalyst is ClCCl. The reactants are [CH:1]([C:4]1[CH:12]=[CH:11][C:7]([C:8]([OH:10])=O)=[CH:6][C:5]=1[O:13][C:14]1[CH:19]=[CH:18][CH:17]=[CH:16][CH:15]=1)([CH3:3])[CH3:2].Cl.C(N=C=NCCCN(C)C)C.ON1C2C=CC=CC=2N=N1.C(N(CC)CC)C.[NH2:49][CH2:50][C:51]1[C:52]([OH:59])=[N:53][C:54]([CH3:58])=[CH:55][C:56]=1[CH3:57].